Task: Predict the product of the given reaction.. Dataset: Forward reaction prediction with 1.9M reactions from USPTO patents (1976-2016) (1) Given the reactants [Cl:1][C:2]1[N:3]=[C:4]([C:9]([NH:11][C@@H:12]2[CH2:17][CH2:16][N:15]([C:18]([O:20][C:21]([CH3:24])([CH3:23])[CH3:22])=[O:19])[CH2:14][C@H:13]2[OH:25])=[O:10])[NH:5][C:6]=1[CH2:7][CH3:8].C(N(CC)CC)C.C(OCC)(=O)C, predict the reaction product. The product is: [Cl:1][C:2]1[N:3]=[C:4]([C:9]([NH:11][CH:12]2[CH2:17][CH2:16][N:15]([C:18]([O:20][C:21]([CH3:24])([CH3:23])[CH3:22])=[O:19])[CH2:14][C:13]2=[O:25])=[O:10])[NH:5][C:6]=1[CH2:7][CH3:8]. (2) The product is: [I:1][C:2]1[CH:3]=[C:4]([CH:8]=[CH:9][CH:10]=1)[C:5]([NH2:17])=[O:6]. Given the reactants [I:1][C:2]1[CH:3]=[C:4]([CH:8]=[CH:9][CH:10]=1)[C:5](O)=[O:6].C(Cl)(=O)C(Cl)=O.[NH3:17], predict the reaction product.